From a dataset of Full USPTO retrosynthesis dataset with 1.9M reactions from patents (1976-2016). Predict the reactants needed to synthesize the given product. (1) Given the product [C:23](/[CH:22]=[CH:21]/[C:17]1[CH:18]=[C:19]([CH3:20])[C:14]([C:5]2[CH:6]=[CH:7][CH:8]=[C:9]3[C:4]=2[N:3]=[C:2]([NH:26][C:27]2[CH:34]=[CH:33][C:30]([C:31]#[N:32])=[CH:29][CH:28]=2)[N:11]=[C:10]3[NH:12][CH3:13])=[C:15]([CH3:25])[CH:16]=1)#[N:24], predict the reactants needed to synthesize it. The reactants are: Cl[C:2]1[N:11]=[C:10]([NH:12][CH3:13])[C:9]2[C:4](=[C:5]([C:14]3[C:19]([CH3:20])=[CH:18][C:17](/[CH:21]=[CH:22]/[C:23]#[N:24])=[CH:16][C:15]=3[CH3:25])[CH:6]=[CH:7][CH:8]=2)[N:3]=1.[NH2:26][C:27]1[CH:34]=[CH:33][C:30]([C:31]#[N:32])=[CH:29][CH:28]=1.CC1(C)C2C=CC=C(P(C3C=CC=CC=3)C3C=CC=CC=3)C=2OC2C1=CC=CC=2P(C1C=CC=CC=1)C1C=CC=CC=1.C(N(CC)C(C)C)(C)C. (2) Given the product [CH3:29][C:24]1([CH3:30])[C:25]([CH3:28])([CH3:27])[O:26][B:22]([C:2]2[CH:3]=[C:4]([NH:8][CH:9]3[CH2:14][CH2:13][CH2:12][N:11]([C:15]([O:17][C:18]([CH3:21])([CH3:20])[CH3:19])=[O:16])[CH2:10]3)[CH:5]=[N:6][CH:7]=2)[O:23]1, predict the reactants needed to synthesize it. The reactants are: Br[C:2]1[CH:3]=[C:4]([NH:8][CH:9]2[CH2:14][CH2:13][CH2:12][N:11]([C:15]([O:17][C:18]([CH3:21])([CH3:20])[CH3:19])=[O:16])[CH2:10]2)[CH:5]=[N:6][CH:7]=1.[B:22]1([B:22]2[O:26][C:25]([CH3:28])([CH3:27])[C:24]([CH3:30])([CH3:29])[O:23]2)[O:26][C:25]([CH3:28])([CH3:27])[C:24]([CH3:30])([CH3:29])[O:23]1.C([O-])(=O)C.[K+]. (3) The reactants are: C([O:3][C:4](=[O:39])[CH2:5][O:6][C:7]1[CH:8]=[C:9]2[C:13](=[C:14]([N:16]([CH3:26])[S:17]([C:20]3[CH:25]=[CH:24][CH:23]=[CH:22][N:21]=3)(=[O:19])=[O:18])[CH:15]=1)[NH:12][C:11]([C:27]1[S:28][CH:29]([CH2:32][N:33]3[CH2:38][CH2:37][S:36][CH2:35][CH2:34]3)[CH2:30][N:31]=1)=[CH:10]2)C.[OH-].[Na+]. Given the product [CH3:26][N:16]([S:17]([C:20]1[CH:25]=[CH:24][CH:23]=[CH:22][N:21]=1)(=[O:19])=[O:18])[C:14]1[CH:15]=[C:7]([O:6][CH2:5][C:4]([OH:39])=[O:3])[CH:8]=[C:9]2[C:13]=1[NH:12][C:11]([C:27]1[S:28][CH:29]([CH2:32][N:33]3[CH2:38][CH2:37][S:36][CH2:35][CH2:34]3)[CH2:30][N:31]=1)=[CH:10]2, predict the reactants needed to synthesize it. (4) Given the product [C:1]([O:5][C:6](=[O:40])[NH:7][C:8](=[O:42])[CH2:9][CH2:10][CH2:11][C@H:12]([NH:32][C:33]([O:35][C:36]([CH3:39])([CH3:38])[CH3:37])=[O:34])[CH2:13][O:14][Si:15]([C:28]([CH3:30])([CH3:31])[CH3:29])([C:16]1[CH:21]=[CH:20][CH:19]=[CH:18][CH:17]=1)[C:22]1[CH:27]=[CH:26][CH:25]=[CH:24][CH:23]=1)([CH3:2])([CH3:3])[CH3:4], predict the reactants needed to synthesize it. The reactants are: [C:1]([O:5][C:6](=[O:40])[NH:7][CH2:8][CH2:9][CH2:10][CH2:11][C@H:12]([NH:32][C:33]([O:35][C:36]([CH3:39])([CH3:38])[CH3:37])=[O:34])[CH2:13][O:14][Si:15]([C:28]([CH3:31])([CH3:30])[CH3:29])([C:22]1[CH:27]=[CH:26][CH:25]=[CH:24][CH:23]=1)[C:16]1[CH:21]=[CH:20][CH:19]=[CH:18][CH:17]=1)([CH3:4])([CH3:3])[CH3:2].Br([O-])(=O)=[O:42].[Na+]. (5) Given the product [NH2:32][C@@H:31]([CH2:29][OH:30])[CH2:35][NH:2][C@@H:3]1[C:12]([CH3:14])([CH3:13])[C:11]2[CH:10]=[C:9]([C:15]([NH2:17])=[O:16])[CH:8]=[CH:7][C:6]=2[CH2:5][C@H:4]1[O:18][CH3:19], predict the reactants needed to synthesize it. The reactants are: Cl.[NH2:2][C@@H:3]1[C:12]([CH3:14])([CH3:13])[C:11]2[CH:10]=[C:9]([C:15]([NH2:17])=[O:16])[CH:8]=[CH:7][C:6]=2[CH2:5][C@H:4]1[O:18][CH3:19].C(N(CC)C(C)C)(C)C.[CH:29]([C@@H:31]1[CH2:35]OC(C)(C)[N:32]1C(OC(C)(C)C)=O)=[O:30].C(O[BH-](OC(=O)C)OC(=O)C)(=O)C.[Na+].Cl.